This data is from Full USPTO retrosynthesis dataset with 1.9M reactions from patents (1976-2016). The task is: Predict the reactants needed to synthesize the given product. (1) Given the product [NH:50]1[C:54]2[CH:55]=[CH:56][CH:57]=[CH:58][C:53]=2[N:52]=[C:51]1[CH2:59][NH:60][C:41]([C:39]1[S:40][C:36]([N:33]2[CH2:34][CH2:35][N:31]([CH2:30][C:29]3[CH:28]=[CH:27][C:26]([F:25])=[CH:47][CH:46]=3)[C:32]2=[O:45])=[CH:37][C:38]=1[CH3:44])=[O:42], predict the reactants needed to synthesize it. The reactants are: CC1C=C(N2CCN(CCOC3C=CC=CC=3)C2=O)SC=1C(O)=O.[F:25][C:26]1[CH:47]=[CH:46][C:29]([CH2:30][N:31]2[CH2:35][CH2:34][N:33]([C:36]3[S:40][C:39]([C:41](O)=[O:42])=[C:38]([CH3:44])[CH:37]=3)[C:32]2=[O:45])=[CH:28][CH:27]=1.Cl.Cl.[NH:50]1[C:54]2[CH:55]=[CH:56][CH:57]=[CH:58][C:53]=2[N:52]=[C:51]1[CH2:59][NH2:60]. (2) Given the product [CH3:13][O:12][C:4]1[CH:5]=[C:6]([CH:10]=[CH:11][C:3]=1[C:1]1[O:2][CH:25]=[N:24][CH:23]=1)[C:7]([OH:9])=[O:8], predict the reactants needed to synthesize it. The reactants are: [CH:1]([C:3]1[CH:11]=[CH:10][C:6]([C:7]([OH:9])=[O:8])=[CH:5][C:4]=1[O:12][CH3:13])=[O:2].C1(C)C=CC(S([CH2:23][N+:24]#[C-:25])(=O)=O)=CC=1. (3) Given the product [C:1]([O:5][C:6]([N:8]1[CH2:12][CH2:11][C@@H:10]([N:13]([C:14](=[O:31])[C:15]2[CH:20]=[CH:19][C:18]([CH2:21][N:22]3[C:30]4[C:25](=[CH:26][CH:27]=[CH:28][CH:29]=4)[CH:24]=[N:23]3)=[CH:17][CH:16]=2)[CH3:32])[CH2:9]1)=[O:7])([CH3:4])([CH3:2])[CH3:3], predict the reactants needed to synthesize it. The reactants are: [C:1]([O:5][C:6]([N:8]1[CH2:12][CH2:11][CH:10]([NH:13][C:14](=[O:31])[C:15]2[CH:20]=[CH:19][C:18]([CH2:21][N:22]3[C:30]4[C:25](=[CH:26][CH:27]=[CH:28][CH:29]=4)[CH:24]=[N:23]3)=[CH:17][CH:16]=2)[CH2:9]1)=[O:7])([CH3:4])([CH3:3])[CH3:2].[CH3:32]O. (4) Given the product [C:17]1([N:1]2[CH2:2][CH2:3][CH:4]([O:7][C:8]3[CH:15]=[CH:14][C:11]([C:12]#[N:13])=[CH:10][CH:9]=3)[CH2:5][CH2:6]2)[CH:22]=[CH:21][CH:20]=[CH:19][CH:18]=1, predict the reactants needed to synthesize it. The reactants are: [NH:1]1[CH2:6][CH2:5][CH:4]([O:7][C:8]2[CH:15]=[CH:14][C:11]([C:12]#[N:13])=[CH:10][CH:9]=2)[CH2:3][CH2:2]1.I[C:17]1[CH:22]=[CH:21][CH:20]=[CH:19][CH:18]=1.C(=O)([O-])[O-].[Cs+].[Cs+].C(OCC)(=O)C. (5) Given the product [OH:25][C:21]1[CH:20]=[C:19]([C:8]2[CH2:9][CH2:10][CH2:11][C:12]3[CH:17]=[C:16]([OH:18])[CH:15]=[CH:14][C:13]=3[C:7]=2[CH2:6][CH2:5][CH2:4][CH2:3][CH2:2][N:27]([CH3:26])[CH2:28][CH2:29][CH2:30][CH2:31][CH2:32][S:33]([CH2:36][CH2:37][CH2:38][C:39]([F:45])([F:44])[C:40]([F:41])([F:42])[F:43])(=[O:34])=[O:35])[CH:24]=[CH:23][CH:22]=1, predict the reactants needed to synthesize it. The reactants are: Br[CH2:2][CH2:3][CH2:4][CH2:5][CH2:6][C:7]1[C:13]2[CH:14]=[CH:15][C:16]([OH:18])=[CH:17][C:12]=2[CH2:11][CH2:10][CH2:9][C:8]=1[C:19]1[CH:24]=[CH:23][CH:22]=[C:21]([OH:25])[CH:20]=1.[CH3:26][NH:27][CH2:28][CH2:29][CH2:30][CH2:31][CH2:32][S:33]([CH2:36][CH2:37][CH2:38][C:39]([F:45])([F:44])[C:40]([F:43])([F:42])[F:41])(=[O:35])=[O:34]. (6) Given the product [CH2:1]([N:3]1[CH2:8][CH2:7][N:6]([C:9]2[CH:10]=[C:11]([NH:15][C:16]3[N:17]=[CH:18][C:19]([CH2:22][CH2:23][C:24]4[CH:25]=[C:26]([CH:31]=[C:32]([O:34][CH3:35])[CH:33]=4)[C:27]([NH:29][CH3:30])=[O:28])=[CH:20][N:21]=3)[CH:12]=[CH:13][CH:14]=2)[CH2:5][CH2:4]1)[CH3:2], predict the reactants needed to synthesize it. The reactants are: [CH2:1]([N:3]1[CH2:8][CH2:7][N:6]([C:9]2[CH:10]=[C:11]([NH:15][C:16]3[N:21]=[CH:20][C:19](/[CH:22]=[CH:23]/[C:24]4[CH:25]=[C:26]([CH:31]=[C:32]([O:34][CH3:35])[CH:33]=4)[C:27]([NH:29][CH3:30])=[O:28])=[CH:18][N:17]=3)[CH:12]=[CH:13][CH:14]=2)[CH2:5][CH2:4]1)[CH3:2]. (7) The reactants are: [CH3:1][O:2][C:3]1[CH:8]=[CH:7][CH:6]=[CH:5][C:4]=1[NH:9][NH:10][C:11](=[O:13])[CH3:12].[Cl:14][C:15]1[CH:20]=[CH:19][C:18]([C:21](=O)CC(OCC)=O)=[CH:17][CH:16]=1.P(Cl)(Cl)Cl. Given the product [Cl:14][C:15]1[CH:20]=[CH:19][C:18]([C:21]2[N:9]([C:4]3[CH:5]=[CH:6][CH:7]=[CH:8][C:3]=3[O:2][CH3:1])[NH:10][C:11](=[O:13])[CH:12]=2)=[CH:17][CH:16]=1, predict the reactants needed to synthesize it. (8) Given the product [C:1]([Si:5]([CH3:24])([CH3:23])[O:6][C:7]1[CH:16]=[C:15]2[C:10]([C:11]([CH:18]3[CH2:22][CH2:21][CH2:20][CH2:19]3)=[CH:12][C:13](=[O:17])[O:14]2)=[CH:9][CH:8]=1)([CH3:4])([CH3:3])[CH3:2], predict the reactants needed to synthesize it. The reactants are: [C:1]([Si:5]([CH3:24])([CH3:23])[O:6][C:7]1[CH:16]=[C:15]2[C:10]([C:11]([CH:18]3[CH2:22][CH:21]=[CH:20][CH2:19]3)=[CH:12][C:13](=[O:17])[O:14]2)=[CH:9][CH:8]=1)([CH3:4])([CH3:3])[CH3:2].[H][H]. (9) Given the product [S:16]([O-:21])([OH:19])(=[O:18])=[O:17].[Br:1][C:2]1[CH:15]=[CH:14][C:13]2[C:4]([N:3]=1)=[C:5]1[C:10]([CH:9]=[CH:8][CH:7]=[N+:6]1[CH3:20])=[CH:11][CH:12]=2, predict the reactants needed to synthesize it. The reactants are: [Br:1][C:2]1[CH:15]=[CH:14][C:13]2[C:4](=[C:5]3[C:10](=[CH:11][CH:12]=2)[CH:9]=[CH:8][CH:7]=[N:6]3)[N:3]=1.[S:16]([O:21]C)([O:19][CH3:20])(=[O:18])=[O:17]. (10) Given the product [NH2:22][C:21]1[CH:23]=[CH:24][C:18]([C:14]#[C:13][CH2:12][NH:11][C:9](=[O:10])[CH2:8][O:7][CH2:6][C:5]2[CH:4]=[CH:3][C:2]([F:1])=[CH:16][CH:15]=2)=[CH:19][CH:20]=1, predict the reactants needed to synthesize it. The reactants are: [F:1][C:2]1[CH:16]=[CH:15][C:5]([CH2:6][O:7][CH2:8][C:9]([NH:11][CH2:12][C:13]#[CH:14])=[O:10])=[CH:4][CH:3]=1.I[C:18]1[CH:24]=[CH:23][C:21]([NH2:22])=[CH:20][CH:19]=1.C(NCC)C.NC1N=CC(C#CCNC(=O)COCC2C=CC(F)=CC=2)=CC=1.